This data is from Full USPTO retrosynthesis dataset with 1.9M reactions from patents (1976-2016). The task is: Predict the reactants needed to synthesize the given product. (1) Given the product [Br:1][C:2]1[CH:7]=[CH:6][C:5]([C@@H:8]2[CH2:9][CH2:10][C@@H:11]([C:13]3[CH:18]=[CH:17][C:16]([Br:19])=[CH:15][CH:14]=3)[N:29]2[C:26]2[CH:25]=[CH:24][C:23]([C:22]([F:31])([F:21])[F:30])=[N:28][CH:27]=2)=[CH:4][CH:3]=1, predict the reactants needed to synthesize it. The reactants are: [Br:1][C:2]1[CH:7]=[CH:6][C:5]([C@H:8](O)[CH2:9][CH2:10][C@H:11]([C:13]2[CH:18]=[CH:17][C:16]([Br:19])=[CH:15][CH:14]=2)O)=[CH:4][CH:3]=1.[F:21][C:22]([F:31])([F:30])[C:23]1[N:28]=[CH:27][C:26]([NH2:29])=[CH:25][CH:24]=1. (2) Given the product [C:15]([C:14]1[C:8]2[C:9](=[CH:10][N:11]=[C:6]([C:4]([NH:31][CH2:32][C:33]([OH:35])=[O:34])=[O:5])[C:7]=2[OH:30])[N:12]([C:24]2[CH:29]=[CH:28][CH:27]=[CH:26][CH:25]=2)[C:13]=1[C:17]1[CH:18]=[CH:19][C:20]([F:23])=[CH:21][CH:22]=1)#[N:16], predict the reactants needed to synthesize it. The reactants are: C(O[C:4]([C:6]1[C:7]([OH:30])=[C:8]2[C:14]([C:15]#[N:16])=[C:13]([C:17]3[CH:22]=[CH:21][C:20]([F:23])=[CH:19][CH:18]=3)[N:12]([C:24]3[CH:29]=[CH:28][CH:27]=[CH:26][CH:25]=3)[C:9]2=[CH:10][N:11]=1)=[O:5])C.[NH2:31][CH2:32][C:33]([OH:35])=[O:34].C[O-].[Na+].CO. (3) Given the product [CH2:1]([N:8]1[CH2:12][C@@H:11]([NH:13][CH2:14][C:15]2[CH:20]=[CH:19][C:18]([F:21])=[CH:17][C:16]=2[F:22])[CH2:10][C@H:9]1[C:30]([N:45]1[CH2:44][CH2:43][N:42]([C:39]2[CH:38]=[CH:37][C:36]([O:35][CH2:33][CH3:34])=[CH:41][CH:40]=2)[CH2:47][CH2:46]1)=[O:31])[C:2]1[CH:7]=[CH:6][CH:5]=[CH:4][CH:3]=1, predict the reactants needed to synthesize it. The reactants are: [CH2:1]([N:8]1[CH2:12][CH:11]([N:13](C(OC(C)(C)C)=O)[CH2:14][C:15]2[CH:20]=[CH:19][C:18]([F:21])=[CH:17][C:16]=2[F:22])[CH2:10][CH:9]1[C:30](O)=[O:31])[C:2]1[CH:7]=[CH:6][CH:5]=[CH:4][CH:3]=1.[CH2:33]([O:35][C:36]1[CH:41]=[CH:40][C:39]([N:42]2[CH2:47][CH2:46][NH:45][CH2:44][CH2:43]2)=[CH:38][CH:37]=1)[CH3:34]. (4) Given the product [F:26][CH:27]([F:42])[N:28]1[CH:32]=[C:31]([C:10]2[CH2:11][CH2:12][C@:8]([C:4]3[CH:5]=[CH:6][CH:7]=[C:2]([F:1])[C:3]=3[CH3:25])([C:21]([O:23][CH3:24])=[O:22])[CH:9]=2)[CH:30]=[N:29]1, predict the reactants needed to synthesize it. The reactants are: [F:1][C:2]1[C:3]([CH3:25])=[C:4]([C@:8]2([C:21]([O:23][CH3:24])=[O:22])[CH2:12][CH2:11][C:10](OS(C(F)(F)F)(=O)=O)=[CH:9]2)[CH:5]=[CH:6][CH:7]=1.[F:26][CH:27]([F:42])[N:28]1[CH:32]=[C:31](B2OC(C)(C)C(C)(C)O2)[CH:30]=[N:29]1. (5) Given the product [CH:10]1([S:9][C:5]2[N:4]=[C:3]([CH2:2][O:30][C:26]3[C:25]([F:31])=[CH:24][C:23]([CH2:22][CH:20]4[CH2:21][CH:19]4[C:17]([OH:18])=[O:16])=[CH:28][C:27]=3[F:29])[CH:8]=[CH:7][CH:6]=2)[CH2:13][CH2:12][CH2:11]1, predict the reactants needed to synthesize it. The reactants are: Cl[CH2:2][C:3]1[CH:8]=[CH:7][CH:6]=[C:5]([S:9][CH:10]2[CH2:13][CH2:12][CH2:11]2)[N:4]=1.C([O:16][C:17]([CH:19]1[CH2:21][CH:20]1[CH2:22][C:23]1[CH:28]=[C:27]([F:29])[C:26]([OH:30])=[C:25]([F:31])[CH:24]=1)=[O:18])C.